This data is from Forward reaction prediction with 1.9M reactions from USPTO patents (1976-2016). The task is: Predict the product of the given reaction. (1) The product is: [CH:23]1([N:12]2[C:11]3[N:10]=[C:9]([C:8]4[CH:7]=[CH:6][N:5]=[CH:4][C:3]=4[CH2:2][NH:1][S:29]([CH3:28])(=[O:31])=[O:30])[N:18]=[CH:17][C:16]=3[N:15]([CH3:19])[C:14](=[O:20])[C@H:13]2[CH2:21][CH3:22])[CH2:27][CH2:26][CH2:25][CH2:24]1. Given the reactants [NH2:1][CH2:2][C:3]1[CH:4]=[N:5][CH:6]=[CH:7][C:8]=1[C:9]1[N:18]=[CH:17][C:16]2[N:15]([CH3:19])[C:14](=[O:20])[C@@H:13]([CH2:21][CH3:22])[N:12]([CH:23]3[CH2:27][CH2:26][CH2:25][CH2:24]3)[C:11]=2[N:10]=1.[CH3:28][S:29](Cl)(=[O:31])=[O:30].C(O)(C(F)(F)F)=O, predict the reaction product. (2) Given the reactants [ClH:1].COC1C=CC(OC2C=C3C(=CC=2)OC(C2C=CC=CC=2)CC3)=C(N)C=1.[CH3:28][O:29][C:30]1[CH:52]=[CH:51][C:33]([O:34][C:35]2[CH:44]=[C:43]3[C:38]([CH2:39][CH:40]([C:45]4[CH:50]=[CH:49][CH:48]=[CH:47][CH:46]=4)[CH2:41][O:42]3)=[CH:37][CH:36]=2)=[C:32]([N+:53]([O-])=O)[CH:31]=1, predict the reaction product. The product is: [ClH:1].[CH3:28][O:29][C:30]1[CH:52]=[CH:51][C:33]([O:34][C:35]2[CH:44]=[C:43]3[C:38]([CH2:39][CH:40]([C:45]4[CH:50]=[CH:49][CH:48]=[CH:47][CH:46]=4)[CH2:41][O:42]3)=[CH:37][CH:36]=2)=[C:32]([NH2:53])[CH:31]=1.